Dataset: Forward reaction prediction with 1.9M reactions from USPTO patents (1976-2016). Task: Predict the product of the given reaction. (1) Given the reactants Br[CH2:2][C:3]1[N:4]([CH3:19])[C:5]2[C:10]([N:11]=1)=[C:9]([N:12]1[CH2:17][CH2:16][O:15][CH2:14][CH2:13]1)[N:8]=[C:7]([Cl:18])[N:6]=2.[O:20]1[CH2:25][CH2:24][N:23]([CH:26]2[CH2:31][CH2:30][NH:29][CH2:28][CH2:27]2)[CH2:22][CH2:21]1.CCN(C(C)C)C(C)C, predict the reaction product. The product is: [Cl:18][C:7]1[N:6]=[C:5]2[C:10]([N:11]=[C:3]([CH2:2][N:29]3[CH2:30][CH2:31][CH:26]([N:23]4[CH2:24][CH2:25][O:20][CH2:21][CH2:22]4)[CH2:27][CH2:28]3)[N:4]2[CH3:19])=[C:9]([N:12]2[CH2:17][CH2:16][O:15][CH2:14][CH2:13]2)[N:8]=1. (2) The product is: [CH3:4][C:2]([O:5][C:6]([NH:8][CH2:9][CH2:10][S:11][C:12]1[CH:13]=[CH:14][C:15]([C:16]([OH:18])=[O:17])=[CH:20][CH:21]=1)=[O:7])([CH3:1])[CH3:3]. Given the reactants [CH3:1][C:2]([O:5][C:6]([NH:8][CH2:9][CH2:10][S:11][C:12]1[CH:21]=[CH:20][C:15]([C:16]([O:18]C)=[O:17])=[CH:14][CH:13]=1)=[O:7])([CH3:4])[CH3:3].ClCCl.[OH-].[Na+], predict the reaction product. (3) Given the reactants [CH:1]1([N:8]2[CH2:12][CH:11]([CH2:13][OH:14])[C:10]([CH3:16])([CH3:15])[C:9]2=[O:17])[CH2:7][CH2:6][CH2:5][CH2:4][CH2:3][CH2:2]1.[C:18]1(O)[CH:23]=[CH:22][CH:21]=[CH:20][CH:19]=1.C1(P(C2C=CC=CC=2)C2C=CC=CC=2)C=CC=CC=1.N(C(OC(C)(C)C)=O)=NC(OC(C)(C)C)=O, predict the reaction product. The product is: [CH:1]1([N:8]2[CH2:12][CH:11]([CH2:13][O:14][C:18]3[CH:23]=[CH:22][CH:21]=[CH:20][CH:19]=3)[C:10]([CH3:15])([CH3:16])[C:9]2=[O:17])[CH2:2][CH2:3][CH2:4][CH2:5][CH2:6][CH2:7]1. (4) Given the reactants [NH:1]1[CH:5]=[CH:4][N:3]=[CH:2]1.[H-].[Na+].Cl[C:9]1[N:14]=[N:13][C:12]([C:15]23[CH2:22][N:19]([CH2:20][CH2:21]2)[CH2:18][CH2:17][CH2:16]3)=[CH:11][CH:10]=1, predict the reaction product. The product is: [N:1]1([C:9]2[N:14]=[N:13][C:12]([C:15]34[CH2:22][N:19]([CH2:20][CH2:21]3)[CH2:18][CH2:17][CH2:16]4)=[CH:11][CH:10]=2)[CH:5]=[CH:4][N:3]=[CH:2]1.